This data is from Clinical trial toxicity outcomes and FDA approval status for drugs. The task is: Regression/Classification. Given a drug SMILES string, predict its toxicity properties. Task type varies by dataset: regression for continuous values (e.g., LD50, hERG inhibition percentage) or binary classification for toxic/non-toxic outcomes (e.g., AMES mutagenicity, cardiotoxicity, hepatotoxicity). Dataset: clintox. (1) The molecule is O=C([O-])CCCc1ccc(N(CCCl)CCCl)cc1. The result is 0 (passed clinical trial). (2) The result is 1 (failed clinical trial for toxicity). The drug is Cc1ccc(-c2cc(C(F)(F)F)nn2-c2ccc(S(N)(=O)=O)cc2)cc1. (3) The molecule is CC[N+](CC)(CC)CCOc1cccc(OCC[N+](CC)(CC)CC)c1OCC[N+](CC)(CC)CC. The result is 0 (passed clinical trial). (4) The molecule is CC(=O)Oc1ccccc1C(=O)[O-]. The result is 0 (passed clinical trial). (5) The drug is C[C@H]1CNc2c(cccc2S(=O)(=O)N[C@@H](CCC[NH+]=C(N)N)C(=O)N2CC[C@@H](C)C[C@@H]2C(=O)[O-])C1. The result is 0 (passed clinical trial). (6) The drug is Cc1onc(-c2ccccc2)c1-c1ccc(S(N)(=O)=O)cc1. The result is 0 (passed clinical trial). (7) The drug is O=C([O-])C1N=C(c2ccccc2)c2cc(Cl)ccc2NC1=O. The result is 0 (passed clinical trial). (8) The molecule is CC[NH+](CC)CCN1C(=O)CN=C(c2ccccc2F)c2cc(Cl)ccc21. The result is 0 (passed clinical trial).